This data is from Reaction yield outcomes from USPTO patents with 853,638 reactions. The task is: Predict the reaction yield, written as a fraction of the theoretical maximum amount of product (1.0 means a 100% yield; for example, 0.34 means a 34% yield). (1) The reactants are [Cl:1][C:2]1[CH:3]=[C:4]([CH:27]=[CH:28][C:29]=1[Cl:30])[CH2:5][C:6]1[N:7]=[C:8]([N:21]2[CH2:26][CH2:25][O:24][CH2:23][CH2:22]2)[S:9][C:10]=1[C:11]([NH:13][O:14]C1CCCCO1)=[O:12].FC(F)(F)C(O)=O. The product is [Cl:1][C:2]1[CH:3]=[C:4]([CH:27]=[CH:28][C:29]=1[Cl:30])[CH2:5][C:6]1[N:7]=[C:8]([N:21]2[CH2:22][CH2:23][O:24][CH2:25][CH2:26]2)[S:9][C:10]=1[C:11]([NH:13][OH:14])=[O:12]. The catalyst is C(Cl)Cl. The yield is 0.421. (2) The reactants are Cl[C:2]1[CH:3]=[CH:4][C:5]2[N:6]=[CH:7][N:8]=[C:9]([NH:12][CH:13]3[CH2:18][CH2:17][O:16][CH2:15][CH2:14]3)[C:10]=2[N:11]=1.[Cl:19][C:20]1[C:25]([NH:26][S:27]([C:30]2[CH:35]=[CH:34][C:33]([F:36])=[CH:32][C:31]=2[F:37])(=[O:29])=[O:28])=[CH:24][C:23](B2OC(C)(C)C(C)(C)O2)=[CH:22][N:21]=1.C(=O)(O)[O-].[Na+]. The catalyst is O1CCOCC1. The product is [Cl:19][C:20]1[C:25]([NH:26][S:27]([C:30]2[CH:35]=[CH:34][C:33]([F:36])=[CH:32][C:31]=2[F:37])(=[O:29])=[O:28])=[CH:24][C:23]([C:2]2[CH:3]=[CH:4][C:5]3[N:6]=[CH:7][N:8]=[C:9]([NH:12][CH:13]4[CH2:18][CH2:17][O:16][CH2:15][CH2:14]4)[C:10]=3[N:11]=2)=[CH:22][N:21]=1. The yield is 0.290. (3) The reactants are Br[C:2]1[CH:8]=[CH:7][C:5]([NH2:6])=[C:4]([N+:9]([O-:11])=[O:10])[CH:3]=1.[F:12][C:13]([F:24])([F:23])[C:14]1[CH:19]=[CH:18][CH:17]=[CH:16][C:15]=1B(O)O.C(Cl)Cl. The catalyst is C1C=CC(P(C2C=CC=CC=2)[C-]2C=CC=C2)=CC=1.C1C=CC(P(C2C=CC=CC=2)[C-]2C=CC=C2)=CC=1.Cl[Pd]Cl.[Fe+2]. The product is [N+:9]([C:4]1[CH:3]=[C:2]([C:15]2[CH:16]=[CH:17][CH:18]=[CH:19][C:14]=2[C:13]([F:24])([F:23])[F:12])[CH:8]=[CH:7][C:5]=1[NH2:6])([O-:11])=[O:10]. The yield is 0.970. (4) The yield is 0.890. The reactants are [N:1]1[CH:6]=[CH:5][N:4]=[CH:3][C:2]=1[C:7]1[N:11]2[CH2:12][CH2:13][NH:14][CH2:15][C:10]2=[N:9][N:8]=1.C(N(CC)C(C)C)(C)C.[CH3:25][Si:26]([CH3:41])([CH3:40])[CH2:27][CH2:28][O:29][C:30](ON1C(=O)CCC1=O)=[O:31]. The catalyst is CN(C=O)C. The product is [N:1]1[CH:6]=[CH:5][N:4]=[CH:3][C:2]=1[C:7]1[N:11]2[CH2:12][CH2:13][N:14]([C:30]([O:29][CH2:28][CH2:27][Si:26]([CH3:41])([CH3:40])[CH3:25])=[O:31])[CH2:15][C:10]2=[N:9][N:8]=1. (5) The reactants are C(=O)([O-])[O-].[Na+].[Na+].[F:7][C:8]1[CH:13]=[C:12](B(O)O)[CH:11]=[CH:10][N:9]=1.Br[C:18]1[CH:23]=[CH:22][N:21]=[C:20]([NH:24][CH:25]2[CH2:30][CH2:29][O:28][CH2:27][CH2:26]2)[CH:19]=1.O1CCOCC1.O. The catalyst is O.C1C=CC(P(C2C=CC=CC=2)[C-]2C=CC=C2)=CC=1.C1C=CC(P(C2C=CC=CC=2)[C-]2C=CC=C2)=CC=1.Cl[Pd]Cl.[Fe+2]. The product is [F:7][C:8]1[CH:13]=[C:12]([C:18]2[CH:23]=[CH:22][N:21]=[C:20]([NH:24][CH:25]3[CH2:30][CH2:29][O:28][CH2:27][CH2:26]3)[CH:19]=2)[CH:11]=[CH:10][N:9]=1. The yield is 0.753. (6) The yield is 1.00. The catalyst is N1CCCCC1.C(O)C. The product is [Cl:1][C:2]1[CH:3]=[C:4]([NH:9][C:10]2[C:11]3[C:18](=[CH:35][C:22]4[NH:23][C:24]([C:26]([N:28]5[CH2:29][CH2:30][N:31]([CH3:34])[CH2:32][CH2:33]5)=[O:27])=[CH:25][C:21]=4[CH3:20])[C:17](=[O:19])[NH:16][C:12]=3[N:13]=[CH:14][N:15]=2)[CH:5]=[CH:6][C:7]=1[F:8]. The reactants are [Cl:1][C:2]1[CH:3]=[C:4]([NH:9][C:10]2[C:11]3[CH2:18][C:17](=[O:19])[NH:16][C:12]=3[N:13]=[CH:14][N:15]=2)[CH:5]=[CH:6][C:7]=1[F:8].[CH3:20][C:21]1[CH:25]=[C:24]([C:26]([N:28]2[CH2:33][CH2:32][N:31]([CH3:34])[CH2:30][CH2:29]2)=[O:27])[NH:23][C:22]=1[CH:35]=O. (7) The reactants are O1CCCCC1[N:7]1[C:15]2[C:10](=[CH:11][C:12]([C:16]3[N:20]=[CH:19][N:18](C(C4C=CC=CC=4)(C4C=CC=CC=4)C4C=CC=CC=4)[N:17]=3)=[CH:13][CH:14]=2)[C:9]([C:40]2[CH:41]=[C:42]([NH:46][C:47](=[O:57])[CH:48]([O:50][C:51]3[CH:56]=[CH:55][CH:54]=[CH:53][CH:52]=3)[CH3:49])[CH:43]=[CH:44][CH:45]=2)=[N:8]1. The catalyst is Cl.O1CCOCC1. The product is [NH:18]1[CH:19]=[N:20][C:16]([C:12]2[CH:11]=[C:10]3[C:15](=[CH:14][CH:13]=2)[NH:7][N:8]=[C:9]3[C:40]2[CH:41]=[C:42]([NH:46][C:47](=[O:57])[CH:48]([O:50][C:51]3[CH:52]=[CH:53][CH:54]=[CH:55][CH:56]=3)[CH3:49])[CH:43]=[CH:44][CH:45]=2)=[N:17]1. The yield is 0.590.